This data is from Full USPTO retrosynthesis dataset with 1.9M reactions from patents (1976-2016). The task is: Predict the reactants needed to synthesize the given product. Given the product [F:1][C:2]1[CH:7]=[CH:6][C:5]([S:8]([NH:11][C:12]2[CH:13]=[C:14]3[C:18](=[CH:19][CH:20]=2)[N:17]([CH3:21])[CH:16]=[C:15]3[CH:22]2[CH2:27][CH2:26][N:25]([C:34](=[O:38])[CH:35]([CH3:37])[CH3:36])[CH2:24][CH2:23]2)(=[O:9])=[O:10])=[CH:4][CH:3]=1, predict the reactants needed to synthesize it. The reactants are: [F:1][C:2]1[CH:7]=[CH:6][C:5]([S:8]([NH:11][C:12]2[CH:13]=[C:14]3[C:18](=[CH:19][CH:20]=2)[N:17]([CH3:21])[CH:16]=[C:15]3[CH:22]2[CH2:27][CH2:26][NH:25][CH2:24][CH2:23]2)(=[O:10])=[O:9])=[CH:4][CH:3]=1.N1C=CC=CC=1.[C:34](Cl)(=[O:38])[CH:35]([CH3:37])[CH3:36].O.